From a dataset of Catalyst prediction with 721,799 reactions and 888 catalyst types from USPTO. Predict which catalyst facilitates the given reaction. (1) The catalyst class is: 10. Reactant: [NH2:1][C:2]1[N:11]=[CH:10][CH:9]=[CH:8][C:3]=1[C:4]([O:6][CH3:7])=[O:5].Br[CH2:13][C:14](=O)[C:15]([F:18])([F:17])[F:16].C([O-])([O-])=O.[K+].[K+]. Product: [F:16][C:15]([F:18])([F:17])[C:14]1[N:1]=[C:2]2[C:3]([C:4]([O:6][CH3:7])=[O:5])=[CH:8][CH:9]=[CH:10][N:11]2[CH:13]=1. (2) Reactant: Br[C:2]1[CH:9]=[C:8]([F:10])[C:5]([C:6]#[N:7])=[C:4]([F:11])[CH:3]=1.[CH3:12][C:13]1([CH3:21])[C:17](=[O:18])[CH:16]([CH3:19])[NH:15][C:14]1=[O:20].C(=O)([O-])[O-].[Cs+].[Cs+].C1(P(C2C=CC=CC=2)C2C3OC4C(=CC=CC=4P(C4C=CC=CC=4)C4C=CC=CC=4)C(C)(C)C=3C=CC=2)C=CC=CC=1. Product: [F:10][C:8]1[CH:9]=[C:2]([N:15]2[CH:16]([CH3:19])[C:17](=[O:18])[C:13]([CH3:21])([CH3:12])[C:14]2=[O:20])[CH:3]=[C:4]([F:11])[C:5]=1[C:6]#[N:7]. The catalyst class is: 110. (3) Reactant: [Br:1][C:2]1[CH:3]=[C:4]([NH:10][C:11]2[N:16]=[CH:15][C:14]([C:17]([NH:20][C:21](=O)[CH3:22])([CH3:19])[CH3:18])=[CH:13][CH:12]=2)[C:5](=[O:9])[N:6]([CH3:8])[CH:7]=1.Cl.[OH-].[Na+].O. Product: [Br:1][C:2]1[CH:3]=[C:4]([NH:10][C:11]2[CH:12]=[CH:13][C:14]([C:17]([NH:20][CH2:21][CH3:22])([CH3:19])[CH3:18])=[CH:15][N:16]=2)[C:5](=[O:9])[N:6]([CH3:8])[CH:7]=1. The catalyst class is: 1.